Dataset: Forward reaction prediction with 1.9M reactions from USPTO patents (1976-2016). Task: Predict the product of the given reaction. (1) The product is: [CH2:1]([O:3][C:4](=[O:17])[CH:5]([O:14][CH3:15])[CH2:6][C:7]1[CH:12]=[CH:11][C:10]([OH:13])=[CH:9][C:8]=1[CH3:18])[CH3:2]. Given the reactants [CH2:1]([O:3][C:4](=[O:17])[CH:5]([O:14][CH2:15]C)[CH2:6][C:7]1[CH:12]=[CH:11][C:10]([OH:13])=[CH:9][CH:8]=1)[CH3:2].[CH3:18]OCC([O-])=O, predict the reaction product. (2) The product is: [Cl:22][C:23]1[CH:24]=[C:25]([CH:29]=[C:30]([Cl:32])[CH:31]=1)[C:26]([NH:1][C:2]1[C:11]2[C:6](=[CH:7][CH:8]=[CH:9][CH:10]=2)[CH:5]=[CH:4][C:3]=1[C:12]([OH:21])([C:13]([F:14])([F:15])[F:16])[C:17]([F:18])([F:19])[F:20])=[O:27]. Given the reactants [NH2:1][C:2]1[C:11]2[C:6](=[CH:7][CH:8]=[CH:9][CH:10]=2)[CH:5]=[CH:4][C:3]=1[C:12]([OH:21])([C:17]([F:20])([F:19])[F:18])[C:13]([F:16])([F:15])[F:14].[Cl:22][C:23]1[CH:24]=[C:25]([CH:29]=[C:30]([Cl:32])[CH:31]=1)[C:26](Cl)=[O:27], predict the reaction product.